From a dataset of NCI-60 drug combinations with 297,098 pairs across 59 cell lines. Regression. Given two drug SMILES strings and cell line genomic features, predict the synergy score measuring deviation from expected non-interaction effect. (1) Drug 1: C1=NC2=C(N=C(N=C2N1C3C(C(C(O3)CO)O)F)Cl)N. Drug 2: CC1=C(N=C(N=C1N)C(CC(=O)N)NCC(C(=O)N)N)C(=O)NC(C(C2=CN=CN2)OC3C(C(C(C(O3)CO)O)O)OC4C(C(C(C(O4)CO)O)OC(=O)N)O)C(=O)NC(C)C(C(C)C(=O)NC(C(C)O)C(=O)NCCC5=NC(=CS5)C6=NC(=CS6)C(=O)NCCC[S+](C)C)O. Cell line: NCI/ADR-RES. Synergy scores: CSS=49.9, Synergy_ZIP=1.07, Synergy_Bliss=1.31, Synergy_Loewe=1.53, Synergy_HSA=2.77. (2) Drug 1: CC1=C(C=C(C=C1)NC(=O)C2=CC=C(C=C2)CN3CCN(CC3)C)NC4=NC=CC(=N4)C5=CN=CC=C5. Drug 2: CC1C(C(CC(O1)OC2CC(OC(C2O)C)OC3=CC4=CC5=C(C(=O)C(C(C5)C(C(=O)C(C(C)O)O)OC)OC6CC(C(C(O6)C)O)OC7CC(C(C(O7)C)O)OC8CC(C(C(O8)C)O)(C)O)C(=C4C(=C3C)O)O)O)O. Cell line: KM12. Synergy scores: CSS=33.3, Synergy_ZIP=2.58, Synergy_Bliss=-0.00816, Synergy_Loewe=-34.0, Synergy_HSA=-4.70. (3) Drug 1: C1CCN(CC1)CCOC2=CC=C(C=C2)C(=O)C3=C(SC4=C3C=CC(=C4)O)C5=CC=C(C=C5)O. Drug 2: CC1OCC2C(O1)C(C(C(O2)OC3C4COC(=O)C4C(C5=CC6=C(C=C35)OCO6)C7=CC(=C(C(=C7)OC)O)OC)O)O. Cell line: MOLT-4. Synergy scores: CSS=72.2, Synergy_ZIP=1.35, Synergy_Bliss=2.92, Synergy_Loewe=-11.6, Synergy_HSA=4.10. (4) Drug 1: C1=CC(=CC=C1C#N)C(C2=CC=C(C=C2)C#N)N3C=NC=N3. Drug 2: C1=NC2=C(N=C(N=C2N1C3C(C(C(O3)CO)O)F)Cl)N. Cell line: A549. Synergy scores: CSS=-1.53, Synergy_ZIP=2.78, Synergy_Bliss=1.82, Synergy_Loewe=-8.60, Synergy_HSA=-6.73. (5) Drug 1: C1=C(C(=O)NC(=O)N1)F. Drug 2: N.N.Cl[Pt+2]Cl. Cell line: SR. Synergy scores: CSS=29.3, Synergy_ZIP=-9.02, Synergy_Bliss=-18.7, Synergy_Loewe=-23.8, Synergy_HSA=-18.1. (6) Drug 1: CS(=O)(=O)C1=CC(=C(C=C1)C(=O)NC2=CC(=C(C=C2)Cl)C3=CC=CC=N3)Cl. Drug 2: CC(C)CN1C=NC2=C1C3=CC=CC=C3N=C2N. Cell line: LOX IMVI. Synergy scores: CSS=14.4, Synergy_ZIP=-3.90, Synergy_Bliss=-2.81, Synergy_Loewe=-1.75, Synergy_HSA=-1.76. (7) Drug 1: CC1=C2C(C(=O)C3(C(CC4C(C3C(C(C2(C)C)(CC1OC(=O)C(C(C5=CC=CC=C5)NC(=O)OC(C)(C)C)O)O)OC(=O)C6=CC=CC=C6)(CO4)OC(=O)C)O)C)O. Drug 2: CC1C(C(CC(O1)OC2CC(OC(C2O)C)OC3=CC4=CC5=C(C(=O)C(C(C5)C(C(=O)C(C(C)O)O)OC)OC6CC(C(C(O6)C)O)OC7CC(C(C(O7)C)O)OC8CC(C(C(O8)C)O)(C)O)C(=C4C(=C3C)O)O)O)O. Cell line: MALME-3M. Synergy scores: CSS=60.2, Synergy_ZIP=-0.746, Synergy_Bliss=1.06, Synergy_Loewe=-2.97, Synergy_HSA=-2.08.